From a dataset of Full USPTO retrosynthesis dataset with 1.9M reactions from patents (1976-2016). Predict the reactants needed to synthesize the given product. (1) Given the product [Cl:17][C:15]1[N:14]=[C:13]([NH:18][C:19]2[NH:23][N:22]=[C:21]([CH:24]3[CH2:26][CH2:25]3)[CH:20]=2)[N:12]=[C:11]([N:38]2[CH2:39][CH2:40][CH2:41][C@@:37]2([CH3:42])[C:35]([NH:34][C:31]2[CH:32]=[N:33][C:28]([F:27])=[CH:29][CH:30]=2)=[O:36])[N:16]=1, predict the reactants needed to synthesize it. The reactants are: C(N(C(C)C)CC)(C)C.Cl[C:11]1[N:16]=[C:15]([Cl:17])[N:14]=[C:13]([NH:18][C:19]2[NH:23][N:22]=[C:21]([CH:24]3[CH2:26][CH2:25]3)[CH:20]=2)[N:12]=1.[F:27][C:28]1[N:33]=[CH:32][C:31]([NH:34][C:35]([C@:37]2([CH3:42])[CH2:41][CH2:40][CH2:39][NH:38]2)=[O:36])=[CH:30][CH:29]=1. (2) Given the product [NH2:14][C:16]1[CH:17]=[C:18]2[C:23](=[CH:24][CH:25]=1)[CH:22]=[N:21][CH:20]=[CH:19]2, predict the reactants needed to synthesize it. The reactants are: C(=[NH:14])(C1C=CC=CC=1)C1C=CC=CC=1.Br[C:16]1[CH:17]=[C:18]2[C:23](=[CH:24][CH:25]=1)[CH:22]=[N:21][CH:20]=[CH:19]2.C(=O)([O-])[O-].[Cs+].[Cs+]. (3) Given the product [O:1]1[CH2:5][CH2:4][CH2:3][CH:2]1[CH2:6][CH2:7][C:8]([OH:10])=[O:9], predict the reactants needed to synthesize it. The reactants are: [O:1]1[CH:5]=[CH:4][CH:3]=[C:2]1[CH2:6][CH2:7][C:8]([OH:10])=[O:9]. (4) Given the product [Cl:16][C:17]1[CH:25]=[CH:24][C:20]([C:21]([F:7])=[O:22])=[C:19]([NH:26][CH2:27][CH3:28])[N:18]=1, predict the reactants needed to synthesize it. The reactants are: N1C=CC=CC=1.[F:7]N1N=C(F)C=C(F)N1.[Cl:16][C:17]1[CH:25]=[CH:24][C:20]([C:21](O)=[O:22])=[C:19]([NH:26][CH2:27][CH3:28])[N:18]=1. (5) Given the product [F:1][C:2]1[CH:11]=[C:10]2[C:5]([CH:6]=[CH:7][CH:8]=[N:9]2)=[C:4]([CH2:12][C:13]([OH:15])=[O:14])[CH:3]=1, predict the reactants needed to synthesize it. The reactants are: [F:1][C:2]1[CH:11]=[C:10]2[C:5]([CH:6]=[CH:7][CH:8]=[N:9]2)=[C:4]([CH2:12][C:13]([O:15]C(C)(C)C)=[O:14])[CH:3]=1.FC1C=C(CC(OC(C)(C)C)=O)C=C2C=1C=CC=N2.Cl. (6) Given the product [CH2:9]([O:8][C:6]([C:5]1[C:4](=[O:20])[C:14]2[C:13](=[CH:18][CH:17]=[C:16]([I:19])[CH:15]=2)[NH:12][CH:11]=1)=[O:7])[CH3:10], predict the reactants needed to synthesize it. The reactants are: C(O[C:4](=[O:20])[C:5](=[CH:11][NH:12][C:13]1[CH:18]=[CH:17][C:16]([I:19])=[CH:15][CH:14]=1)[C:6]([O:8][CH2:9][CH3:10])=[O:7])C.C(O)C.